This data is from Merck oncology drug combination screen with 23,052 pairs across 39 cell lines. The task is: Regression. Given two drug SMILES strings and cell line genomic features, predict the synergy score measuring deviation from expected non-interaction effect. (1) Drug 1: CN1C(=O)C=CC2(C)C3CCC4(C)C(NC(=O)OCC(F)(F)F)CCC4C3CCC12. Drug 2: O=C(O)C1(Cc2cccc(Nc3nccs3)n2)CCC(Oc2cccc(Cl)c2F)CC1. Cell line: NCIH520. Synergy scores: synergy=4.82. (2) Drug 1: CC(=O)OC1C(=O)C2(C)C(O)CC3OCC3(OC(C)=O)C2C(OC(=O)c2ccccc2)C2(O)CC(OC(=O)C(O)C(NC(=O)c3ccccc3)c3ccccc3)C(C)=C1C2(C)C. Drug 2: O=C(NOCC(O)CO)c1ccc(F)c(F)c1Nc1ccc(I)cc1F. Cell line: RKO. Synergy scores: synergy=24.7. (3) Drug 1: C#Cc1cccc(Nc2ncnc3cc(OCCOC)c(OCCOC)cc23)c1. Drug 2: CC1(c2nc3c(C(N)=O)cccc3[nH]2)CCCN1. Cell line: NCIH520. Synergy scores: synergy=-3.77.